From a dataset of Reaction yield outcomes from USPTO patents with 853,638 reactions. Predict the reaction yield, written as a fraction of the theoretical maximum amount of product (1.0 means a 100% yield; for example, 0.34 means a 34% yield). (1) The reactants are [CH:1]1[C:13]2[CH:12]([CH2:14][O:15][C:16]([NH:18][C@H:19]([CH2:23][C:24]([O:26][C:27]([CH3:30])([CH3:29])[CH3:28])=[O:25])[C:20]([OH:22])=O)=[O:17])[C:11]3[C:6](=[CH:7][CH:8]=[CH:9][CH:10]=3)[C:5]=2[CH:4]=[CH:3][CH:2]=1.CN.C[CH2:34][N:35](C(C)C)C(C)C.CN(C(ON1N=NC2C=CC=NC1=2)=[N+](C)C)C.F[P-](F)(F)(F)(F)F. The catalyst is CN(C=O)C. The product is [CH:10]1[C:11]2[CH:12]([CH2:14][O:15][C:16]([NH:18][C@@H:19]([C:20]([NH:35][CH3:34])=[O:22])[CH2:23][C:24]([O:26][C:27]([CH3:29])([CH3:30])[CH3:28])=[O:25])=[O:17])[C:13]3[C:5](=[CH:4][CH:3]=[CH:2][CH:1]=3)[C:6]=2[CH:7]=[CH:8][CH:9]=1. The yield is 0.710. (2) The reactants are [NH2:1][C:2]1[CH:3]=[C:4]2[C:20](=[O:21])[NH:19][N:18]=[CH:17][C:6]3=[C:7]([C:11]4[CH:16]=[CH:15][CH:14]=[CH:13][CH:12]=4)[NH:8][C:9]([CH:10]=1)=[C:5]23.[CH:22]1([CH2:27][C:28](O)=[O:29])[CH2:26][CH2:25][CH2:24][CH2:23]1.C(N(CC)CC)C.F[P-](F)(F)(F)(F)F.N1(OC(N(C)C)=[N+](C)C)C2N=CC=CC=2N=N1. The catalyst is CN(C)C=O.C(OCC)C.CCCCCC.C(OCC)(=O)C. The product is [CH:22]1([CH2:27][C:28]([NH:1][C:2]2[CH:3]=[C:4]3[C:20](=[O:21])[NH:19][N:18]=[CH:17][C:6]4=[C:7]([C:11]5[CH:12]=[CH:13][CH:14]=[CH:15][CH:16]=5)[NH:8][C:9]([CH:10]=2)=[C:5]34)=[O:29])[CH2:26][CH2:25][CH2:24][CH2:23]1. The yield is 0.140. (3) The reactants are [Br:1][C:2]1[CH:10]=[CH:9][C:5]([C:6]([OH:8])=[O:7])=[C:4]([CH3:11])[CH:3]=1.[CH3:12][Si](C=[N+]=[N-])(C)C. The product is [Br:1][C:2]1[CH:10]=[CH:9][C:5]([C:6]([O:8][CH3:12])=[O:7])=[C:4]([CH3:11])[CH:3]=1. The catalyst is O1CCCC1.CO. The yield is 1.00.